Dataset: Forward reaction prediction with 1.9M reactions from USPTO patents (1976-2016). Task: Predict the product of the given reaction. (1) The product is: [CH3:29][N:2]([CH3:1])[C:3]1[CH:12]=[CH:11][CH:10]=[C:9]2[C:4]=1[CH:5]=[C:6]1[CH2:28][C:20]([CH2:21][OH:22])([CH2:25][OH:24])[CH2:19][C:7]1=[C:8]2[C:13](=[O:18])[C:14]([CH3:15])([CH3:17])[CH3:16]. Given the reactants [CH3:1][N:2]([CH3:29])[C:3]1[CH:12]=[CH:11][CH:10]=[C:9]2[C:4]=1[CH:5]=[C:6]1[CH2:28][C:20]3([CH2:25][O:24]C(C)(C)[O:22][CH2:21]3)[CH2:19][C:7]1=[C:8]2[C:13](=[O:18])[C:14]([CH3:17])([CH3:16])[CH3:15].Cl, predict the reaction product. (2) Given the reactants [NH2:1][C:2]1[C:7]([C:8]#[C:9][CH:10]2[CH2:15][CH2:14][N:13]([C:16]([O:18][C:19]([CH3:22])([CH3:21])[CH3:20])=[O:17])[CH2:12][CH2:11]2)=[C:6]([Cl:23])[N:5]=[CH:4][N:3]=1.CC(C)([O-])C.[K+].C1OCCOCCOCCOCCOCCOC1, predict the reaction product. The product is: [Cl:23][C:6]1[C:7]2[CH:8]=[C:9]([CH:10]3[CH2:11][CH2:12][N:13]([C:16]([O:18][C:19]([CH3:20])([CH3:22])[CH3:21])=[O:17])[CH2:14][CH2:15]3)[NH:1][C:2]=2[N:3]=[CH:4][N:5]=1. (3) Given the reactants [N:1]1[CH:6]=[CH:5][CH:4]=[CH:3][C:2]=1[C:7]1[N:12]=[CH:11][N:10]=[C:9]([NH:13][NH2:14])[N:8]=1.[Cl:15][C:16]1[CH:21]=[CH:20][C:19]([S:22][CH:23]([C:27](=O)[CH3:28])[C:24](=O)[CH3:25])=[CH:18][CH:17]=1, predict the reaction product. The product is: [Cl:15][C:16]1[CH:17]=[CH:18][C:19]([S:22][C:23]2[C:24]([CH3:25])=[N:14][N:13]([C:9]3[N:8]=[C:7]([C:2]4[CH:3]=[CH:4][CH:5]=[CH:6][N:1]=4)[N:12]=[CH:11][N:10]=3)[C:27]=2[CH3:28])=[CH:20][CH:21]=1. (4) Given the reactants [CH2:1]([OH:4])[CH2:2][OH:3].CC1C=CC(S(O)(=O)=O)=CC=1.O.[CH2:17]([O:19][C:20](=[O:36])[C:21]1[CH:26]=[C:25]([O:27][C:28]([F:31])([F:30])[F:29])[C:24]([CH:32]=O)=[C:23]([Cl:34])[C:22]=1[NH2:35])[CH3:18].C(=O)(O)[O-].[Na+], predict the reaction product. The product is: [CH2:17]([O:19][C:20](=[O:36])[C:21]1[CH:26]=[C:25]([O:27][C:28]([F:31])([F:29])[F:30])[C:24]([CH:32]2[O:4][CH2:1][CH2:2][O:3]2)=[C:23]([Cl:34])[C:22]=1[NH2:35])[CH3:18]. (5) Given the reactants [NH2:1][C:2]1[S:3][CH:4]=[C:5]([C:7]2[C:11]([C:12]3[CH:13]=[C:14]([CH:17]=[CH:18][CH:19]=3)[C:15]#[N:16])=[CH:10][N:9]([CH2:20][C:21]3[CH:26]=[CH:25][C:24]([O:27][CH3:28])=[CH:23][CH:22]=3)[N:8]=2)[N:6]=1.Cl[C:30]1[N:35]=[CH:34][CH:33]=[CH:32][N:31]=1.CC1(C)C2C(=C(P(C3C=CC=CC=3)C3C=CC=CC=3)C=CC=2)OC2C(P(C3C=CC=CC=3)C3C=CC=CC=3)=CC=CC1=2.C([O-])([O-])=O.[Cs+].[Cs+], predict the reaction product. The product is: [CH3:28][O:27][C:24]1[CH:23]=[CH:22][C:21]([CH2:20][N:9]2[CH:10]=[C:11]([C:12]3[CH:13]=[C:14]([CH:17]=[CH:18][CH:19]=3)[C:15]#[N:16])[C:7]([C:5]3[N:6]=[C:2]([NH:1][C:30]4[N:35]=[CH:34][CH:33]=[CH:32][N:31]=4)[S:3][CH:4]=3)=[N:8]2)=[CH:26][CH:25]=1. (6) The product is: [CH2:1]([O:8][CH2:9][N:10]1[CH:14]=[CH:13][C:12]([B:20]([OH:23])[OH:21])=[N:11]1)[C:2]1[CH:3]=[CH:4][CH:5]=[CH:6][CH:7]=1. Given the reactants [CH2:1]([O:8][CH2:9][N:10]1[CH:14]=[CH:13][CH:12]=[N:11]1)[C:2]1[CH:7]=[CH:6][CH:5]=[CH:4][CH:3]=1.[Li]CCCC.[B:20](OC)([O:23]C)[O:21]C.Cl, predict the reaction product.